Task: Predict the reaction yield, written as a fraction of the theoretical maximum amount of product (1.0 means a 100% yield; for example, 0.34 means a 34% yield).. Dataset: Reaction yield outcomes from USPTO patents with 853,638 reactions (1) The reactants are C(OC([N:8]1[CH2:12][CH:11]([CH2:13][O:14][CH:15]([F:17])[F:16])[CH2:10][CH:9]1[C:18]1[NH:19][C:20]([C:23]2[CH:28]=[CH:27][C:26]([Br:29])=[CH:25][CH:24]=2)=[CH:21][N:22]=1)=O)(C)(C)C.Cl.[CH3:31][O:32][C:33]([NH:35][CH:36]([CH:40]([CH3:42])[CH3:41])[C:37](O)=[O:38])=[O:34].CN(C(ON1N=NC2C=CC=NC1=2)=[N+](C)C)C.F[P-](F)(F)(F)(F)F.C(N(CC)CC)C. The catalyst is C(Cl)Cl.CN(C=O)C.CCOC(C)=O. The product is [CH3:31][O:32][C:33](=[O:34])[NH:35][CH:36]([C:37]([N:8]1[CH2:12][CH:11]([CH2:13][O:14][CH:15]([F:17])[F:16])[CH2:10][CH:9]1[C:18]1[NH:19][C:20]([C:23]2[CH:28]=[CH:27][C:26]([Br:29])=[CH:25][CH:24]=2)=[CH:21][N:22]=1)=[O:38])[CH:40]([CH3:42])[CH3:41]. The yield is 0.610. (2) The reactants are Br[C:2]1[CH:7]=[N:6][CH2:5][C:4](N)([O:8][CH3:9])[N:3]=1.[CH3:11][PH:12](=[O:14])[CH3:13].P([O-])([O-])([O-])=O.[K+].[K+].[K+].C[N:24](C=O)C. The catalyst is C([O-])(=O)C.[Pd+2].C([O-])(=O)C.CC1(C)C2C(=C(P(C3C=CC=CC=3)C3C=CC=CC=3)C=CC=2)OC2C(P(C3C=CC=CC=3)C3C=CC=CC=3)=CC=CC1=2. The product is [CH3:11][P:12]([C:2]1[N:3]=[C:4]([O:8][CH3:9])[C:5]([NH2:24])=[N:6][CH:7]=1)([CH3:13])=[O:14]. The yield is 0.630. (3) The reactants are [CH3:1][C:2]1[NH:6][N:5]=[C:4]([C:7]2[O:8][C:9]([C:12]3[CH:17]=[CH:16][CH:15]=[CH:14][CH:13]=3)=[N:10][N:11]=2)[N:3]=1.CN(C=O)C.[Na+].[I-].[Cl:25][C:26]1[CH:31]=[C:30]([CH2:32]Cl)[CH:29]=[CH:28][N:27]=1. The catalyst is O. The product is [Cl:25][C:26]1[CH:31]=[C:30]([CH2:32][N:6]2[C:2]([CH3:1])=[N:3][C:4]([C:7]3[O:8][C:9]([C:12]4[CH:13]=[CH:14][CH:15]=[CH:16][CH:17]=4)=[N:10][N:11]=3)=[N:5]2)[CH:29]=[CH:28][N:27]=1. The yield is 0.570. (4) The product is [NH2:1][C:2]1[N:6]([C:29]([O:31][CH2:32][CH3:33])=[O:30])[N:5]=[C:4]2[C:7]([CH3:18])([CH3:17])[N:8]([C:10]([O:12][C:13]([CH3:16])([CH3:15])[CH3:14])=[O:11])[CH2:9][C:3]=12. The reactants are [NH2:1][C:2]1[NH:6][N:5]=[C:4]2[C:7]([CH3:18])([CH3:17])[N:8]([C:10]([O:12][C:13]([CH3:16])([CH3:15])[CH3:14])=[O:11])[CH2:9][C:3]=12.C(N(CC)C(C)C)(C)C.Cl[C:29]([O:31][CH2:32][CH3:33])=[O:30]. The catalyst is C1COCC1.CCOC(C)=O. The yield is 0.380. (5) The reactants are [O:1]=[CH:2][C@@H:3]([C@H:5]([C@@H:7]([C@@H:9]([CH2:11][OH:12])[OH:10])[OH:8])[OH:6])[OH:4].[C:13]([OH:17])(=O)[CH2:14][CH3:15].[C:23](O[C:23](=[O:26])[CH2:24][CH3:25])(=[O:26])[CH2:24][CH3:25]. The catalyst is O. The product is [C:23]([O:1][C@@H:2]1[O:10][C@H:9]([CH2:11][O:12][C:13](=[O:17])[CH2:14][CH3:15])[C@@H:7]([O:8][C:23](=[O:26])[CH2:24][CH3:25])[C@H:5]([O:6][C:2](=[O:1])[CH2:3][CH3:5])[C@H:3]1[O:4][C:23](=[O:26])[CH2:24][CH3:25])(=[O:26])[CH2:24][CH3:25]. The yield is 0.916. (6) The reactants are Cl[C:2]1[N:7]=[CH:6][C:5]([CH2:8][N:9]([CH:16]2[CH2:21][CH2:20][CH2:19][CH2:18][CH2:17]2)[C:10](=[O:15])[C:11]([F:14])([F:13])[F:12])=[CH:4][CH:3]=1.[CH3:22][N:23](C=O)C. The catalyst is O.CCOC(C)=O.[C-]#N.[Zn+2].[C-]#N.C1C=CC(/C=C/C(/C=C/C2C=CC=CC=2)=O)=CC=1.C1C=CC(/C=C/C(/C=C/C2C=CC=CC=2)=O)=CC=1.C1C=CC(/C=C/C(/C=C/C2C=CC=CC=2)=O)=CC=1.[Pd].[Pd].C1C=CC(P(C2C=CC=CC=2)[C-]2C=CC=C2)=CC=1.C1C=CC(P(C2C=CC=CC=2)[C-]2C=CC=C2)=CC=1.[Fe+2]. The product is [C:22]([C:2]1[N:7]=[CH:6][C:5]([CH2:8][N:9]([CH:16]2[CH2:21][CH2:20][CH2:19][CH2:18][CH2:17]2)[C:10](=[O:15])[C:11]([F:14])([F:13])[F:12])=[CH:4][CH:3]=1)#[N:23]. The yield is 0.930.